This data is from TCR-epitope binding with 47,182 pairs between 192 epitopes and 23,139 TCRs. The task is: Binary Classification. Given a T-cell receptor sequence (or CDR3 region) and an epitope sequence, predict whether binding occurs between them. (1) Result: 1 (the TCR binds to the epitope). The TCR CDR3 sequence is CAISDPQNRQYTEAFF. The epitope is QECVRGTTVL. (2) The epitope is KLGGALQAK. Result: 1 (the TCR binds to the epitope). The TCR CDR3 sequence is CASSQDRTPNGNTEAFF. (3) Result: 0 (the TCR does not bind to the epitope). The epitope is FTISVTTEIL. The TCR CDR3 sequence is CASSEGAVAPGELFF. (4) The epitope is EILDITPCSF. The TCR CDR3 sequence is CASSSGTSGYEQYF. Result: 0 (the TCR does not bind to the epitope). (5) The epitope is TPQDLNTML. The TCR CDR3 sequence is CASSEFGGDEKLFF. Result: 0 (the TCR does not bind to the epitope). (6) The epitope is TPGPGVRYPL. The TCR CDR3 sequence is CASRGGGNIQYF. Result: 0 (the TCR does not bind to the epitope).